Dataset: Forward reaction prediction with 1.9M reactions from USPTO patents (1976-2016). Task: Predict the product of the given reaction. Given the reactants Cl.[N+:2]([C:5]1[CH:13]=[CH:12][CH:11]=[CH:10][C:6]=1[CH2:7][CH2:8][NH2:9])([O-:4])=[O:3].C(N=C=O)CC.C(N1C(=O)C=CNC1=O)CC.C1(CC(O)=O)C=CC=CC=1.[NH2:41][C:42]1[C:43](=[O:64])[N:44]([CH2:61][CH2:62][CH3:63])[C:45](=[O:60])[N:46]([CH2:49][CH2:50][C:51]2[CH:56]=[CH:55][CH:54]=[CH:53][C:52]=2[N+]([O-])=O)[C:47]=1N, predict the reaction product. The product is: [CH2:50]([C:49]1[NH:41][C:42]2[C:43](=[O:64])[N:44]([CH2:61][CH2:62][CH3:63])[C:45](=[O:60])[N:9]([CH2:8][CH2:7][C:6]3[CH:10]=[CH:11][CH:12]=[CH:13][C:5]=3[N+:2]([O-:4])=[O:3])[C:47]=2[N:46]=1)[C:51]1[CH:56]=[CH:55][CH:54]=[CH:53][CH:52]=1.